Task: Predict the reactants needed to synthesize the given product.. Dataset: Full USPTO retrosynthesis dataset with 1.9M reactions from patents (1976-2016) (1) Given the product [CH2:1]([O:6][C:7]1[CH:8]=[C:9]([CH:15]=[CH:16][CH:17]=1)[C:10]([OH:12])=[O:11])[CH2:2][CH2:3][CH3:4], predict the reactants needed to synthesize it. The reactants are: [CH2:1](Br)[CH2:2][CH2:3][CH3:4].[OH:6][C:7]1[CH:8]=[C:9]([CH:15]=[CH:16][CH:17]=1)[C:10]([O:12]CC)=[O:11].C(=O)([O-])[O-].[K+].[K+].C(OC1C=C(C=CC=1)C(O)=O)CC. (2) Given the product [F:42][CH:43]([CH3:46])[CH2:44][N:8]1[C:7]2[CH:6]=[CH:5][C:4]([C:1](=[O:3])[CH3:2])=[CH:16][C:15]=2[C:14]2[C:9]1=[CH:10][CH:11]=[CH:12][CH:13]=2, predict the reactants needed to synthesize it. The reactants are: [C:1]([C:4]1[CH:5]=[CH:6][C:7]2[NH:8][C:9]3[C:14]([C:15]=2[CH:16]=1)=[CH:13][CH:12]=[CH:11][CH:10]=3)(=[O:3])[CH3:2].C(P(CCCC)CCCC)CCC.CN(C)C(N=NC(N(C)C)=O)=O.[F:42][CH:43]([CH3:46])[CH2:44]O. (3) Given the product [CH3:29][C:24]1[CH:23]=[C:22]([CH2:21][C:8]([C:9]([O:11][CH2:30][CH3:31])=[O:10])([C:6]([O:5][CH2:3][CH3:4])=[O:7])[CH2:12][C:13]([O:15][C:16]([CH3:18])([CH3:17])[CH3:19])=[O:14])[CH:27]=[CH:26][C:25]=1[CH3:28], predict the reactants needed to synthesize it. The reactants are: [H-].[Na+].[CH2:3]([O:5][C:6]([CH:8]([CH2:12][C:13]([O:15][C:16]([CH3:19])([CH3:18])[CH3:17])=[O:14])[C:9]([O-:11])=[O:10])=[O:7])[CH3:4].Br[CH2:21][C:22]1[CH:27]=[CH:26][C:25]([CH3:28])=[C:24]([CH3:29])[CH:23]=1.[CH2:30]1COC[CH2:31]1.